Predict the reaction yield, written as a fraction of the theoretical maximum amount of product (1.0 means a 100% yield; for example, 0.34 means a 34% yield). From a dataset of Reaction yield outcomes from USPTO patents with 853,638 reactions. (1) The reactants are [F:1][C:2]1[CH:3]=[C:4]([CH:8]=[CH:9][C:10]=1[N+:11]([O-:13])=[O:12])[C:5](O)=[O:6].C(Cl)(=O)C([Cl:17])=O.CN(C=O)C. The catalyst is C(Cl)Cl. The product is [F:1][C:2]1[CH:3]=[C:4]([CH:8]=[CH:9][C:10]=1[N+:11]([O-:13])=[O:12])[C:5]([Cl:17])=[O:6]. The yield is 1.00. (2) The reactants are [OH:1][C:2]1[CH:7]=[CH:6][C:5]([C:8]2[CH:13]=[CH:12][C:11]([S:14]([NH:17][CH2:18][CH2:19][NH:20][C:21](=[O:27])[O:22][C:23]([CH3:26])([CH3:25])[CH3:24])(=[O:16])=[O:15])=[CH:10][CH:9]=2)=[CH:4][CH:3]=1.[CH3:28][CH:29]([C:31]1[N:35]=[C:34]([N:36]2[CH2:41][CH2:40][CH:39]([CH2:42]O)[CH2:38][CH2:37]2)[O:33][N:32]=1)[CH3:30].C1C=CC(P(C2C=CC=CC=2)C2C=CC=CC=2)=CC=1.N(C(OC(C)C)=O)=NC(OC(C)C)=O. The catalyst is C1COCC1. The product is [CH3:30][CH:29]([C:31]1[N:35]=[C:34]([N:36]2[CH2:37][CH2:38][CH:39]([CH2:42][O:1][C:2]3[CH:7]=[CH:6][C:5]([C:8]4[CH:9]=[CH:10][C:11]([S:14]([NH:17][CH2:18][CH2:19][NH:20][C:21](=[O:27])[O:22][C:23]([CH3:24])([CH3:26])[CH3:25])(=[O:15])=[O:16])=[CH:12][CH:13]=4)=[CH:4][CH:3]=3)[CH2:40][CH2:41]2)[O:33][N:32]=1)[CH3:28]. The yield is 0.450. (3) The reactants are CN(C(ON1N=NC2C=CC=CC1=2)=[N+](C)C)C.F[P-](F)(F)(F)(F)F.[CH3:25][C:26]1[CH:38]=[C:37]([C:39]([N:41]2[CH2:50][C:49]3[CH:48]=[N:47][N:46]([CH3:51])[C:45]=3[NH:44][C:43]3[CH:52]=[CH:53][CH:54]=[CH:55][C:42]2=3)=[O:40])[CH:36]=[CH:35][C:27]=1[O:28][CH2:29][CH2:30][CH2:31][C:32](O)=[O:33].Cl.Cl.[CH3:58][C:59]([CH3:69])([CH3:68])[CH2:60][CH2:61][N:62]1[CH2:67][CH2:66][NH:65][CH2:64][CH2:63]1.CCN(C(C)C)C(C)C. The catalyst is ClCCl. The product is [CH3:58][C:59]([CH3:69])([CH3:68])[CH2:60][CH2:61][N:62]1[CH2:63][CH2:64][N:65]([C:32](=[O:33])[CH2:31][CH2:30][CH2:29][O:28][C:27]2[CH:35]=[CH:36][C:37]([C:39]([N:41]3[CH2:50][C:49]4[CH:48]=[N:47][N:46]([CH3:51])[C:45]=4[NH:44][C:43]4[CH:52]=[CH:53][CH:54]=[CH:55][C:42]3=4)=[O:40])=[CH:38][C:26]=2[CH3:25])[CH2:66][CH2:67]1. The yield is 0.530. (4) The reactants are [Cl-].O[NH3+:3].[C:4](=[O:7])([O-])[OH:5].[Na+].CS(C)=O.[CH2:13]([C:17]1[N:18]([CH2:37][C:38]2[CH:43]=[CH:42][C:41]([C:44]3[C:45]([C:50]#[N:51])=[CH:46][CH:47]=[CH:48][CH:49]=3)=[CH:40][CH:39]=2)[C:19](=[O:36])[C:20]([C:26]2[CH:27]=[CH:28][C:29]3[O:33][CH:32]([CH3:34])[CH2:31][C:30]=3[CH:35]=2)=[C:21]([CH:23]2[CH2:25][CH2:24]2)[N:22]=1)[CH2:14][CH2:15][CH3:16]. The catalyst is O. The product is [CH2:13]([C:17]1[N:18]([CH2:37][C:38]2[CH:39]=[CH:40][C:41]([C:44]3[CH:49]=[CH:48][CH:47]=[CH:46][C:45]=3[C:50]3[NH:3][C:4](=[O:7])[O:5][N:51]=3)=[CH:42][CH:43]=2)[C:19](=[O:36])[C:20]([C:26]2[CH:27]=[CH:28][C:29]3[O:33][CH:32]([CH3:34])[CH2:31][C:30]=3[CH:35]=2)=[C:21]([CH:23]2[CH2:25][CH2:24]2)[N:22]=1)[CH2:14][CH2:15][CH3:16]. The yield is 0.820.